Predict the reaction yield, written as a fraction of the theoretical maximum amount of product (1.0 means a 100% yield; for example, 0.34 means a 34% yield). From a dataset of Reaction yield outcomes from USPTO patents with 853,638 reactions. The reactants are [C:1]([O:5][C:6]([N:8]1[CH2:13][CH2:12][N:11]([C:14]2[CH:23]=[C:22]3[C:17]([CH:18]=[C:19]([C:24](O)=[O:25])[N:20]=[CH:21]3)=[CH:16][CH:15]=2)[CH2:10][CH2:9]1)=[O:7])([CH3:4])([CH3:3])[CH3:2].[CH:27]1[CH:32]=[N:31][C:30]2N(O)N=[N:35][C:29]=2[CH:28]=1.[CH3:37]CN=C=NCCCN(C)C.CCN(C(C)C)C(C)C. The catalyst is CN(C=O)C. The product is [NH2:35][C:29]1[CH:28]=[CH:27][CH:32]=[CH:37][C:30]=1[NH:31][C:24]([C:19]1[N:20]=[CH:21][C:22]2[C:17]([CH:18]=1)=[CH:16][CH:15]=[C:14]([N:11]1[CH2:10][CH2:9][N:8]([C:6]([O:5][C:1]([CH3:4])([CH3:3])[CH3:2])=[O:7])[CH2:13][CH2:12]1)[CH:23]=2)=[O:25]. The yield is 0.750.